From a dataset of Reaction yield outcomes from USPTO patents with 853,638 reactions. Predict the reaction yield, written as a fraction of the theoretical maximum amount of product (1.0 means a 100% yield; for example, 0.34 means a 34% yield). (1) The reactants are [CH3:1][C:2]1[CH:3]=[C:4]([C:14](OCC)=[O:15])[N:5]=[N:6][C:7]=1[O:8][CH2:9][C:10]([F:13])([F:12])[F:11].[BH4-].[Li+]. The catalyst is C1COCC1. The product is [CH3:1][C:2]1[CH:3]=[C:4]([CH2:14][OH:15])[N:5]=[N:6][C:7]=1[O:8][CH2:9][C:10]([F:12])([F:13])[F:11]. The yield is 0.850. (2) The reactants are [CH:1]1[C:9]2[C:8]3[CH:10]=[CH:11][CH:12]=[CH:13][C:7]=3[S:6][C:5]=2[C:4]([C:14]2[CH:15]=[C:16]([OH:20])[CH:17]=[CH:18][CH:19]=2)=[CH:3][CH:2]=1.C(N(CC)CC)C.[C:28](Cl)(=[O:31])[CH:29]=[CH2:30].O. The catalyst is C(Cl)Cl. The product is [C:28]([O:20][C:16]1[CH:17]=[CH:18][CH:19]=[C:14]([C:4]2[C:5]3[S:6][C:7]4[CH:13]=[CH:12][CH:11]=[CH:10][C:8]=4[C:9]=3[CH:1]=[CH:2][CH:3]=2)[CH:15]=1)(=[O:31])[CH:29]=[CH2:30]. The yield is 0.730. (3) The reactants are [NH2:1][C:2]1[C:11]2[C:6](=[C:7](Br)[CH:8]=[CH:9][CH:10]=2)[N:5]=[N:4][C:3]=1[C:13]([NH:15][CH2:16][CH2:17][CH3:18])=[O:14].[CH3:19][O:20][C:21]1[C:26]([O:27][CH3:28])=[C:25]([O:29][CH3:30])[CH:24]=[CH:23][C:22]=1B(O)O. No catalyst specified. The product is [NH2:1][C:2]1[C:11]2[C:6](=[C:7]([C:22]3[CH:23]=[CH:24][C:25]([O:29][CH3:30])=[C:26]([O:27][CH3:28])[C:21]=3[O:20][CH3:19])[CH:8]=[CH:9][CH:10]=2)[N:5]=[N:4][C:3]=1[C:13]([NH:15][CH2:16][CH2:17][CH3:18])=[O:14]. The yield is 0.921. (4) The reactants are C[Si](C)(C)CCOC[N:7]1[C:11]2[N:12]=[CH:13][N:14]=[C:15]([C:16]3[CH:17]=[N:18][N:19]([CH:21]4[CH2:26][CH2:25][CH2:24][CH:23]([CH2:27][C:28]#[N:29])[CH2:22]4)[CH:20]=3)[C:10]=2[CH:9]=[CH:8]1.[C:32]([OH:38])([C:34]([F:37])([F:36])[F:35])=[O:33].C(N)CN. The catalyst is C(Cl)Cl. The product is [F:35][C:34]([F:37])([F:36])[C:32]([OH:38])=[O:33].[N:12]1[C:11]2[NH:7][CH:8]=[CH:9][C:10]=2[C:15]([C:16]2[CH:17]=[N:18][N:19]([CH:21]3[CH2:26][CH2:25][CH2:24][CH:23]([CH2:27][C:28]#[N:29])[CH2:22]3)[CH:20]=2)=[N:14][CH:13]=1. The yield is 0.830.